From a dataset of Hepatocyte clearance measurements from AstraZeneca. Regression/Classification. Given a drug SMILES string, predict its absorption, distribution, metabolism, or excretion properties. Task type varies by dataset: regression for continuous measurements (e.g., permeability, clearance, half-life) or binary classification for categorical outcomes (e.g., BBB penetration, CYP inhibition). For this dataset (clearance_hepatocyte_az), we predict log10(clearance) (log10 of the in vitro intrinsic clearance, CLint, in uL/min per 10^6 hepatocytes; values are censored to the assay range of 3 to 150, which is 0.477 to 2.18 on this log10 scale). (1) The compound is CC1(CCCc2cc(=O)oc3[nH]c(=O)[nH]c(=O)c23)CC1. The log10(clearance) is 0.480. (2) The compound is CCC(C)(CC)C[C@H](c1ccc(C(=O)O)c(Oc2cccc(Br)c2)c1)N1CCC[C@H](n2cc(C)c(=O)[nH]c2=O)C1. The log10(clearance) is 1.84. (3) The drug is Cc1nocc1C(=O)Nc1ccc(-c2ccccc2OC(F)(F)F)c(N)n1. The log10(clearance) is 1.87. (4) The compound is O=S(=O)(Nc1ccc(C(F)(F)F)cc1)c1ccc2sc(CO)nc2c1. The log10(clearance) is 1.19. (5) The molecule is CNC(=O)c1ccccc1Nc1nc(Nc2ccc(N3CCOCC3)cc2OC)ncc1Cl. The log10(clearance) is 1.21. (6) The compound is Cc1ccc(C(=O)N2CC3CNCC(C2)O3)cc1NC(=O)CC12CC3CC(CC(C3)C1)C2. The log10(clearance) is 1.21. (7) The drug is NC1(c2ccc(-c3nn4ccnc4cc3-c3ccccc3)cc2)CCC1. The log10(clearance) is 0.890.